This data is from Catalyst prediction with 721,799 reactions and 888 catalyst types from USPTO. The task is: Predict which catalyst facilitates the given reaction. Reactant: [CH3:1][C:2]1[N:3]=[C:4]([C:9]2[CH:10]=[N:11][C:12]([C:15]([F:18])([F:17])[F:16])=[CH:13][CH:14]=2)[S:5][C:6]=1[CH:7]=[O:8].CC1N=C(C2C=NC([C:33]([F:36])([F:35])[F:34])=CC=2)SC=1CO.FC([Si](C)(C)C)(F)F.[F-].C([N+](CCCC)(CCCC)CCCC)CCC. Product: [F:34][C:33]([F:36])([F:35])[CH:7]([C:6]1[S:5][C:4]([C:9]2[CH:10]=[N:11][C:12]([C:15]([F:18])([F:16])[F:17])=[CH:13][CH:14]=2)=[N:3][C:2]=1[CH3:1])[OH:8]. The catalyst class is: 7.